Dataset: Full USPTO retrosynthesis dataset with 1.9M reactions from patents (1976-2016). Task: Predict the reactants needed to synthesize the given product. Given the product [ClH:45].[NH2:36][C@@H:29]([CH2:30][N:31]1[CH:35]=[CH:34][CH:33]=[N:32]1)[C:28]([N:25]1[CH2:24][CH2:23][CH:22]([N:13]2[N:12]=[C:11]([C:5]3[CH:6]=[CH:7][C:8]([O:9][CH3:10])=[C:3]([O:2][CH3:1])[CH:4]=3)[C@@H:20]3[C@@H:15]([CH2:16][CH2:17][CH2:18][CH2:19]3)[C:14]2=[O:21])[CH2:27][CH2:26]1)=[O:44], predict the reactants needed to synthesize it. The reactants are: [CH3:1][O:2][C:3]1[CH:4]=[C:5]([C:11]2[C@@H:20]3[C@@H:15]([CH2:16][CH2:17][CH2:18][CH2:19]3)[C:14](=[O:21])[N:13]([CH:22]3[CH2:27][CH2:26][N:25]([C:28](=[O:44])[C@@H:29]([NH:36]C(=O)OC(C)(C)C)[CH2:30][N:31]4[CH:35]=[CH:34][CH:33]=[N:32]4)[CH2:24][CH2:23]3)[N:12]=2)[CH:6]=[CH:7][C:8]=1[O:9][CH3:10].[ClH:45].